This data is from Forward reaction prediction with 1.9M reactions from USPTO patents (1976-2016). The task is: Predict the product of the given reaction. (1) Given the reactants [Cl:1][C:2]1[CH:12]=[CH:11][C:5]2[N:6]=[C:7]([NH:9][NH2:10])[S:8][C:4]=2[CH:3]=1.[C:13]([CH2:21][C:22](OCC)=[O:23])(=O)[C:14]1[CH:19]=[CH:18][CH:17]=[CH:16][CH:15]=1, predict the reaction product. The product is: [Cl:1][C:2]1[CH:12]=[CH:11][C:5]2[N:6]=[C:7]([N:9]3[C:22](=[O:23])[CH:21]=[C:13]([C:14]4[CH:19]=[CH:18][CH:17]=[CH:16][CH:15]=4)[NH:10]3)[S:8][C:4]=2[CH:3]=1. (2) Given the reactants [C:1]([CH2:4][O:5][C:6]1[C:11]([CH3:12])=[CH:10][C:9]([C:13]2[C:22]3[C:17](=[CH:18][CH:19]=[CH:20][CH:21]=3)[C:16](=[O:23])[N:15]([CH3:24])[N:14]=2)=[CH:8][C:7]=1[CH3:25])(O)=[O:2].C(N(CC)CC)C.ClC(OC(C)=C)=O.[Si]([O:47][NH2:48])(C(C)(C)C)(C)C, predict the reaction product. The product is: [OH:47][NH:48][C:1]([CH2:4][O:5][C:6]1[C:7]([CH3:25])=[CH:8][C:9]([C:13]2[C:22]3[C:17](=[CH:18][CH:19]=[CH:20][CH:21]=3)[C:16](=[O:23])[N:15]([CH3:24])[N:14]=2)=[CH:10][C:11]=1[CH3:12])=[O:2]. (3) Given the reactants Cl[C:2]([C:4]1[CH:5]=[C:6]([C:30]#[N:31])[C:7]([N:17]2[CH2:22][CH2:21][CH:20]([C:23]([O:25][C:26]([CH3:29])([CH3:28])[CH3:27])=[O:24])[CH2:19][CH2:18]2)=[N:8][C:9]=1[CH2:10][N:11]1[CH2:15][CH2:14][CH2:13][C:12]1=[O:16])=[O:3].[CH:32]1([CH2:35][Mg]Br)[CH2:34][CH2:33]1, predict the reaction product. The product is: [C:30]([C:6]1[C:7]([N:17]2[CH2:22][CH2:21][CH:20]([C:23]([O:25][C:26]([CH3:29])([CH3:28])[CH3:27])=[O:24])[CH2:19][CH2:18]2)=[N:8][C:9]([CH2:10][N:11]2[CH2:15][CH2:14][CH2:13][C:12]2=[O:16])=[C:4]([C:2](=[O:3])[CH2:34][CH2:33][CH:32]=[CH2:35])[CH:5]=1)#[N:31]. (4) Given the reactants C[O:2][C:3](=[O:36])[C:4]1[CH:9]=[C:8]([O:10][CH3:11])[CH:7]=[CH:6][C:5]=1[NH:12][C:13]1[N:17]([C:18]2[CH:23]=[CH:22][CH:21]=[CH:20][C:19]=2[CH3:24])[N:16]=[C:15]([CH3:25])[C:14]=1[C:26]1[CH:27]=[C:28]2[C:33](=[CH:34][CH:35]=1)[N:32]=[CH:31][CH:30]=[CH:29]2.[OH-].[Na+].Cl, predict the reaction product. The product is: [N:32]1[C:33]2[C:28](=[CH:27][C:26]([C:14]3[C:15]([CH3:25])=[N:16][N:17]([C:18]4[CH:23]=[CH:22][CH:21]=[CH:20][C:19]=4[CH3:24])[C:13]=3[NH:12][C:5]3[CH:6]=[CH:7][C:8]([O:10][CH3:11])=[CH:9][C:4]=3[C:3]([OH:36])=[O:2])=[CH:35][CH:34]=2)[CH:29]=[CH:30][CH:31]=1. (5) Given the reactants [Br:1][C:2]1[CH:3]=[C:4]2[C:9](=[CH:10][C:11]=1[CH2:12]Br)[N:8]=[CH:7][N:6]([N:14]([C:22]1[CH:27]=[C:26]([Cl:28])[CH:25]=[CH:24][C:23]=1[S:29]([CH2:32][CH3:33])(=[O:31])=[O:30])[C:15](=[O:21])[O:16][C:17]([CH3:20])([CH3:19])[CH3:18])[C:5]2=[O:34].CC(OC(N(C(OC(C)(C)C)=O)C1C(C(OCC)=O)=CC(Cl)=C(C[N:50]2[CH2:55][CH2:54][N:53]([C:56]([O:58][C:59]([CH3:62])([CH3:61])[CH3:60])=[O:57])[CH2:52][CH2:51]2)C=1)=O)(C)C, predict the reaction product. The product is: [Br:1][C:2]1[CH:3]=[C:4]2[C:9](=[CH:10][C:11]=1[CH2:12][N:50]1[CH2:51][CH2:52][N:53]([C:56]([O:58][C:59]([CH3:62])([CH3:61])[CH3:60])=[O:57])[CH2:54][CH2:55]1)[N:8]=[CH:7][N:6]([N:14]([C:15]([O:16][C:17]([CH3:20])([CH3:19])[CH3:18])=[O:21])[C:22]1[CH:27]=[C:26]([Cl:28])[CH:25]=[CH:24][C:23]=1[S:29]([CH2:32][CH3:33])(=[O:31])=[O:30])[C:5]2=[O:34]. (6) The product is: [C:6]([C:5]1[CH:9]=[CH:10][C:2]([N:36]2[CH2:37][CH2:38][C@H:34]([NH:33][C:32](=[O:39])[O:31][C:27]([CH3:29])([CH3:28])[CH3:30])[CH2:35]2)=[N:3][C:4]=1[NH:11][C:12]1[CH:17]=[CH:16][C:15]([C:18]([N:20]2[CH2:25][CH2:24][N:23]([CH3:26])[CH2:22][CH2:21]2)=[O:19])=[CH:14][CH:13]=1)(=[O:7])[NH2:8]. Given the reactants Cl[C:2]1[CH:10]=[CH:9][C:5]([C:6]([NH2:8])=[O:7])=[C:4]([NH:11][C:12]2[CH:17]=[CH:16][C:15]([C:18]([N:20]3[CH2:25][CH2:24][N:23]([CH3:26])[CH2:22][CH2:21]3)=[O:19])=[CH:14][CH:13]=2)[N:3]=1.[C:27]([O:31][C:32](=[O:39])[NH:33][C@H:34]1[CH2:38][CH2:37][NH:36][CH2:35]1)([CH3:30])([CH3:29])[CH3:28].CC(N(C)C)=O.CCN(C(C)C)C(C)C, predict the reaction product. (7) Given the reactants [F:1][C:2]1[CH:3]=[C:4]([NH:10][CH2:11][CH2:12][C:13]2[CH:18]=[CH:17][C:16]([C:19]([F:22])([F:21])[F:20])=[CH:15][CH:14]=2)[CH:5]=[CH:6][C:7]=1[O:8][CH3:9].C(OC([NH:30][CH:31]([C:35]1[CH:40]=[CH:39][CH:38]=[CH:37][CH:36]=1)[C:32](O)=[O:33])=O)(C)(C)C, predict the reaction product. The product is: [NH2:30][CH:31]([C:35]1[CH:40]=[CH:39][CH:38]=[CH:37][CH:36]=1)[C:32]([N:10]([C:4]1[CH:5]=[CH:6][C:7]([O:8][CH3:9])=[C:2]([F:1])[CH:3]=1)[CH2:11][CH2:12][C:13]1[CH:18]=[CH:17][C:16]([C:19]([F:20])([F:21])[F:22])=[CH:15][CH:14]=1)=[O:33]. (8) The product is: [CH:1]1([CH2:4][N:5]([C:6]2[C:7]([S:25][CH3:26])=[N:8][N:9]3[C:14]([C:15]4[C:20]([CH3:21])=[CH:19][C:18]([CH3:22])=[CH:17][C:16]=4[O:23][CH3:24])=[CH:13][CH:12]=[CH:11][C:10]=23)[CH2:33][CH:30]2[CH2:31][CH2:32][O:27][CH2:28][CH2:29]2)[CH2:2][CH2:3]1. Given the reactants [CH:1]1([CH2:4][NH:5][C:6]2[C:7]([S:25][CH3:26])=[N:8][N:9]3[C:14]([C:15]4[C:20]([CH3:21])=[CH:19][C:18]([CH3:22])=[CH:17][C:16]=4[O:23][CH3:24])=[CH:13][CH:12]=[CH:11][C:10]=23)[CH2:3][CH2:2]1.[O:27]1[CH2:32][CH2:31][CH:30]([CH:33]=O)[CH2:29][CH2:28]1.C(O[BH-](OC(=O)C)OC(=O)C)(=O)C.[Na+].C(=O)([O-])O.[Na+], predict the reaction product.